Predict the product of the given reaction. From a dataset of Forward reaction prediction with 1.9M reactions from USPTO patents (1976-2016). (1) The product is: [N:3]1[CH:4]=[CH:5][C:6]([CH:9]2[S:15][C:24]3[CH:30]=[CH:29][CH:28]=[CH:27][C:25]=3[NH:26][C:10]2=[O:12])=[CH:7][CH:8]=1. Given the reactants [H-].[Na+].[N:3]1[CH:8]=[CH:7][C:6]([CH2:9][C:10]([O:12]CC)=O)=[CH:5][CH:4]=1.[S:15]([C:24]1[CH:30]=[CH:29][CH:28]=[CH:27][C:25]=1[NH2:26])[S:15][C:24]1[CH:30]=[CH:29][CH:28]=[CH:27][C:25]=1[NH2:26], predict the reaction product. (2) Given the reactants [Br:1][C:2]1[S:6][C:5]([C:7]2[CH:15]=[CH:14][C:10]([C:11]([OH:13])=O)=[CH:9][CH:8]=2)=[CH:4][CH:3]=1.[NH:16]1[CH2:20][CH2:19][CH2:18][C@H:17]1[CH2:21][N:22]1[CH2:26][CH2:25][CH2:24][CH2:23]1, predict the reaction product. The product is: [Br:1][C:2]1[S:6][C:5]([C:7]2[CH:8]=[CH:9][C:10]([C:11]([N:16]3[CH2:20][CH2:19][CH2:18][C@H:17]3[CH2:21][N:22]3[CH2:26][CH2:25][CH2:24][CH2:23]3)=[O:13])=[CH:14][CH:15]=2)=[CH:4][CH:3]=1. (3) Given the reactants [C:1]([C:9]1[CH:28]=[C:27]([O:29][CH3:30])[CH:26]=[CH:25][C:10]=1[C:11]([N:13]([CH2:22][C:23]#[N:24])[CH2:14][CH:15]([O:19][CH2:20][CH3:21])[O:16][CH2:17][CH3:18])=[O:12])(=O)[C:2]1[CH:7]=[CH:6][CH:5]=[CH:4][CH:3]=1.C[O-].[Na+], predict the reaction product. The product is: [C:23]([C:22]1[N:13]([CH2:14][CH:15]([O:19][CH2:20][CH3:21])[O:16][CH2:17][CH3:18])[C:11](=[O:12])[C:10]2[C:9]([C:1]=1[C:2]1[CH:7]=[CH:6][CH:5]=[CH:4][CH:3]=1)=[CH:28][C:27]([O:29][CH3:30])=[CH:26][CH:25]=2)#[N:24]. (4) Given the reactants C1N(/C=C2/CC/2CO)C2N=C(N)N=C(O)C=2N=1.[C@@H:18]1([N:27]2[C:36]3[N:35]=[CH:34][N:33]=[C:31]([NH2:32])[C:30]=3[N:29]=[CH:28]2)O[C@H:23]([CH2:24][OH:25])[C@@H:21](O)[C@H:19]1O, predict the reaction product. The product is: [CH2:21]1[C@@H:23]([CH2:24][OH:25])/[C:19]/1=[CH:18]\[N:27]1[C:36]2[N:35]=[CH:34][N:33]=[C:31]([NH2:32])[C:30]=2[N:29]=[CH:28]1. (5) Given the reactants Br[C:2]1[N:3]=[C:4]2[C:10]([C:11]([NH:13][C:14]([CH3:17])([CH3:16])[CH3:15])=[O:12])=[CH:9][N:8]([CH2:18][O:19][CH2:20][CH2:21][Si:22]([CH3:25])([CH3:24])[CH3:23])[C:5]2=[N:6][CH:7]=1.[N:26]1[CH:31]=[CH:30][CH:29]=[C:28]([NH2:32])[CH:27]=1.C1C=CC(P(C2C(C3C(P(C4C=CC=CC=4)C4C=CC=CC=4)=CC=C4C=3C=CC=C4)=C3C(C=CC=C3)=CC=2)C2C=CC=CC=2)=CC=1.CC(C)([O-])C.[Na+], predict the reaction product. The product is: [C:14]([NH:13][C:11]([C:10]1[C:4]2[C:5](=[N:6][CH:7]=[C:2]([NH:32][C:28]3[CH:27]=[N:26][CH:31]=[CH:30][CH:29]=3)[N:3]=2)[N:8]([CH2:18][O:19][CH2:20][CH2:21][Si:22]([CH3:25])([CH3:24])[CH3:23])[CH:9]=1)=[O:12])([CH3:17])([CH3:16])[CH3:15].